From a dataset of Full USPTO retrosynthesis dataset with 1.9M reactions from patents (1976-2016). Predict the reactants needed to synthesize the given product. (1) Given the product [C:6](=[O:7])=[O:5].[C:26]([C:21]1[C:20]([CH3:28])=[C:19]([C@H:13]2[O:12][CH2:11][C@@H:10]3[CH2:9][N:8]([C:6]([O:5][C:1]([CH3:3])([CH3:2])[CH3:4])=[O:7])[CH2:17][CH2:16][N:15]3[CH2:14]2)[CH:24]=[CH:23][C:22]=1[F:25])#[N:27], predict the reactants needed to synthesize it. The reactants are: [C:1]([O:5][C:6]([N:8]1[CH2:17][CH2:16][N:15]2[C@H:10]([CH2:11][O:12][C@@:13]([C:19]3[CH:24]=[CH:23][C:22]([F:25])=[C:21]([C:26]#[N:27])[C:20]=3[CH3:28])(O)[CH2:14]2)[CH2:9]1)=[O:7])([CH3:4])([CH3:3])[CH3:2].C(O)(C(F)(F)F)=O.[SiH](CC)(CC)CC.CC(OC(OC(OC(C)(C)C)=O)=O)(C)C. (2) The reactants are: [CH3:1][N:2]1[C:6](OS(C2C=CC(C)=CC=2)(=O)=O)=[CH:5][C:4]([C:18]2[CH:23]=[CH:22][CH:21]=[CH:20][CH:19]=2)=[N:3]1.[C:24]([C:26]1[CH:30]=[CH:29][S:28][CH:27]=1)#[CH:25]. Given the product [CH3:1][N:2]1[C:6]([C:25]#[C:24][C:26]2[CH:30]=[CH:29][S:28][CH:27]=2)=[CH:5][C:4]([C:18]2[CH:19]=[CH:20][CH:21]=[CH:22][CH:23]=2)=[N:3]1, predict the reactants needed to synthesize it. (3) Given the product [F:23][C:20]([F:21])([F:22])[C:17]1[CH:16]=[CH:15][C:14]([C:4]2[CH:5]=[CH:6][C:7]([NH:9][S:10]([CH3:13])(=[O:11])=[O:12])=[CH:8][CH:3]=2)=[CH:19][CH:18]=1, predict the reactants needed to synthesize it. The reactants are: FC(F)(F)[C:3]1[CH:8]=[C:7]([NH:9][S:10]([CH3:13])(=[O:12])=[O:11])[CH:6]=[CH:5][C:4]=1[C:14]1[CH:19]=[CH:18][C:17]([C:20]([F:23])([F:22])[F:21])=[CH:16][CH:15]=1.FC(F)(F)C1C=C(N)C=CC=1C1C=CC(C(F)(F)F)=CC=1. (4) Given the product [Cl:1][C:2]1[CH:3]=[C:4]([C:13]([OH:15])=[O:14])[C:5]2[O:11][CH2:10][CH2:9][CH2:8][O:7][C:6]=2[CH:12]=1, predict the reactants needed to synthesize it. The reactants are: [Cl:1][C:2]1[CH:3]=[C:4]([C:13]([O:15]C)=[O:14])[C:5]2[O:11][CH2:10][CH2:9][CH2:8][O:7][C:6]=2[CH:12]=1.[OH-].[K+].Cl.